This data is from Catalyst prediction with 721,799 reactions and 888 catalyst types from USPTO. The task is: Predict which catalyst facilitates the given reaction. Reactant: [OH-].[Na+].C[O:4][C:5](=[O:21])[CH2:6][CH2:7][CH2:8][CH2:9][C:10]1[O:11][C:12]([C:15]2[CH:20]=[CH:19][CH:18]=[CH:17][N:16]=2)=[N:13][N:14]=1. Product: [N:16]1[CH:17]=[CH:18][CH:19]=[CH:20][C:15]=1[C:12]1[O:11][C:10]([CH2:9][CH2:8][CH2:7][CH2:6][C:5]([OH:21])=[O:4])=[N:14][N:13]=1. The catalyst class is: 36.